Dataset: NCI-60 drug combinations with 297,098 pairs across 59 cell lines. Task: Regression. Given two drug SMILES strings and cell line genomic features, predict the synergy score measuring deviation from expected non-interaction effect. (1) Drug 1: C1C(C(OC1N2C=C(C(=O)NC2=O)F)CO)O. Drug 2: CC1=C(C=C(C=C1)NC(=O)C2=CC=C(C=C2)CN3CCN(CC3)C)NC4=NC=CC(=N4)C5=CN=CC=C5. Cell line: RPMI-8226. Synergy scores: CSS=32.2, Synergy_ZIP=-3.83, Synergy_Bliss=-6.16, Synergy_Loewe=-7.40, Synergy_HSA=-2.94. (2) Drug 1: C1=C(C(=O)NC(=O)N1)N(CCCl)CCCl. Drug 2: C1C(C(OC1N2C=NC3=C2NC=NCC3O)CO)O. Cell line: NCI/ADR-RES. Synergy scores: CSS=6.16, Synergy_ZIP=-7.72, Synergy_Bliss=-9.03, Synergy_Loewe=-14.4, Synergy_HSA=-8.83. (3) Drug 1: C1C(C(OC1N2C=NC3=C(N=C(N=C32)Cl)N)CO)O. Drug 2: CC1=C(C(=CC=C1)Cl)NC(=O)C2=CN=C(S2)NC3=CC(=NC(=N3)C)N4CCN(CC4)CCO. Cell line: OVCAR-4. Synergy scores: CSS=19.6, Synergy_ZIP=-2.83, Synergy_Bliss=2.75, Synergy_Loewe=-0.247, Synergy_HSA=-0.100. (4) Drug 1: C1=C(C(=O)NC(=O)N1)N(CCCl)CCCl. Drug 2: C1=CN(C=N1)CC(O)(P(=O)(O)O)P(=O)(O)O. Cell line: A498. Synergy scores: CSS=-0.958, Synergy_ZIP=-1.24, Synergy_Bliss=-15.0, Synergy_Loewe=-19.1, Synergy_HSA=-15.4. (5) Drug 1: CC12CCC3C(C1CCC2=O)CC(=C)C4=CC(=O)C=CC34C. Drug 2: C1=CC(=CC=C1C#N)C(C2=CC=C(C=C2)C#N)N3C=NC=N3. Cell line: UO-31. Synergy scores: CSS=28.3, Synergy_ZIP=-7.80, Synergy_Bliss=-6.81, Synergy_Loewe=-6.15, Synergy_HSA=-6.09. (6) Drug 1: C1=C(C(=O)NC(=O)N1)N(CCCl)CCCl. Drug 2: COCCOC1=C(C=C2C(=C1)C(=NC=N2)NC3=CC=CC(=C3)C#C)OCCOC.Cl. Cell line: HCT116. Synergy scores: CSS=27.6, Synergy_ZIP=1.49, Synergy_Bliss=4.03, Synergy_Loewe=2.18, Synergy_HSA=4.23. (7) Drug 1: CS(=O)(=O)CCNCC1=CC=C(O1)C2=CC3=C(C=C2)N=CN=C3NC4=CC(=C(C=C4)OCC5=CC(=CC=C5)F)Cl. Drug 2: CC(C)CN1C=NC2=C1C3=CC=CC=C3N=C2N. Cell line: OVCAR-5. Synergy scores: CSS=0.325, Synergy_ZIP=-1.61, Synergy_Bliss=-2.81, Synergy_Loewe=-1.99, Synergy_HSA=-1.90. (8) Drug 1: CC1=C2C(C(=O)C3(C(CC4C(C3C(C(C2(C)C)(CC1OC(=O)C(C(C5=CC=CC=C5)NC(=O)OC(C)(C)C)O)O)OC(=O)C6=CC=CC=C6)(CO4)OC(=O)C)O)C)O. Drug 2: CN(C(=O)NC(C=O)C(C(C(CO)O)O)O)N=O. Cell line: SW-620. Synergy scores: CSS=17.8, Synergy_ZIP=1.39, Synergy_Bliss=5.90, Synergy_Loewe=7.17, Synergy_HSA=5.85.